The task is: Predict the product of the given reaction.. This data is from Forward reaction prediction with 1.9M reactions from USPTO patents (1976-2016). (1) Given the reactants Cl[C:2]1[N:10]=[C:9]2[C:5]([N:6]=[C:7]([CH2:12][N:13]3[CH2:18][CH2:17][CH:16]([C:19]([OH:22])([CH3:21])[CH3:20])[CH2:15][CH2:14]3)[N:8]2[CH3:11])=[C:4]([N:23]2[CH2:28][CH2:27][O:26][CH2:25][CH2:24]2)[N:3]=1.[C:29]1([C:35]2[NH:36][C:37]3[CH:43]=[CH:42][CH:41]=[CH:40][C:38]=3[N:39]=2)[CH:34]=[CH:33][CH:32]=[CH:31][CH:30]=1, predict the reaction product. The product is: [CH3:11][N:8]1[C:7]([CH2:12][N:13]2[CH2:14][CH2:15][CH:16]([C:19]([OH:22])([CH3:21])[CH3:20])[CH2:17][CH2:18]2)=[N:6][C:5]2[C:9]1=[N:10][C:2]([N:36]1[C:37]3[CH:43]=[CH:42][CH:41]=[CH:40][C:38]=3[N:39]=[C:35]1[C:29]1[CH:34]=[CH:33][CH:32]=[CH:31][CH:30]=1)=[N:3][C:4]=2[N:23]1[CH2:28][CH2:27][O:26][CH2:25][CH2:24]1. (2) Given the reactants [CH3:1][C:2]([C:4]([O:6][CH2:7][CH2:8][N:9]([CH3:11])[CH3:10])=[O:5])=[CH2:3].[CH3:12][S:13]([O:16]C)(=[O:15])=[O:14].[C:18]([O-])(=O)C(C)=C.CCOCC, predict the reaction product. The product is: [CH3:12][S:13]([O-:16])(=[O:15])=[O:14].[C:4]([O:6][CH2:7][CH2:8][N+:9]([CH3:18])([CH3:11])[CH3:10])(=[O:5])[C:2]([CH3:1])=[CH2:3]. (3) Given the reactants [CH:1]1([NH:4][C:5](=[O:31])[C:6]2[CH:11]=[CH:10][C:9]([CH3:12])=[C:8]([N:13]3[C:22](=[O:23])[C:21]4[C:16](=[CH:17][CH:18]=[C:19]([O:24][CH2:25][C@H:26]5[CH2:30][CH2:29][CH2:28][NH:27]5)[CH:20]=4)[N:15]=[CH:14]3)[CH:7]=2)[CH2:3][CH2:2]1.[CH2:32]=O, predict the reaction product. The product is: [CH:1]1([NH:4][C:5](=[O:31])[C:6]2[CH:11]=[CH:10][C:9]([CH3:12])=[C:8]([N:13]3[C:22](=[O:23])[C:21]4[C:16](=[CH:17][CH:18]=[C:19]([O:24][CH2:25][C@H:26]5[CH2:30][CH2:29][CH2:28][N:27]5[CH3:32])[CH:20]=4)[N:15]=[CH:14]3)[CH:7]=2)[CH2:2][CH2:3]1. (4) The product is: [CH3:33][O:32][C:7]1[CH:8]=[C:9]2[C:14](=[CH:15][C:6]=1[O:5][CH2:4][CH2:3][CH2:2][N:38]1[CH2:39][CH2:40][N:35]([CH3:34])[CH2:36][CH2:37]1)[N:13]=[CH:12][CH:11]=[C:10]2[O:16][C:17]1[CH:22]=[CH:21][C:20]([CH3:23])=[CH:19][C:18]=1[C:24]([C:26]1[CH:31]=[CH:30][CH:29]=[CH:28][CH:27]=1)=[O:25]. Given the reactants Cl[CH2:2][CH2:3][CH2:4][O:5][C:6]1[CH:15]=[C:14]2[C:9]([C:10]([O:16][C:17]3[CH:22]=[CH:21][C:20]([CH3:23])=[CH:19][C:18]=3[C:24]([C:26]3[CH:31]=[CH:30][CH:29]=[CH:28][CH:27]=3)=[O:25])=[CH:11][CH:12]=[N:13]2)=[CH:8][C:7]=1[O:32][CH3:33].[CH3:34][N:35]1[CH2:40][CH2:39][NH:38][CH2:37][CH2:36]1.C(=O)([O-])[O-].[K+].[K+].O, predict the reaction product. (5) Given the reactants [Cl:1][C:2]1[CH:3]=[CH:4][C:5]([O:53][CH3:54])=[C:6]([CH:52]=1)[CH2:7][C@@H:8]1[C:14](=[O:15])[N:13]([C:16]([NH:18][C@@H:19]([C:22]2[CH:34]=[CH:33][C:25]([C:26]([O:28]C(C)(C)C)=[O:27])=[C:24]([N+:35]([O-])=O)[CH:23]=2)[CH2:20][CH3:21])=[O:17])[CH2:12][C:11](=[O:38])[N:10](CC2C(OC)=CC(OC)=CC=2OC)[CH2:9]1.O, predict the reaction product. The product is: [C:26]([OH:28])(=[O:27])[CH3:25].[NH2:35][C:24]1[CH:23]=[C:22]([C@H:19]([NH:18][C:16]([N:13]2[C:14](=[O:15])[C@@H:8]([CH2:7][C:6]3[CH:52]=[C:2]([Cl:1])[CH:3]=[CH:4][C:5]=3[O:53][CH3:54])[CH2:9][NH:10][C:11](=[O:38])[CH2:12]2)=[O:17])[CH2:20][CH3:21])[CH:34]=[CH:33][C:25]=1[C:26]([OH:28])=[O:27]. (6) The product is: [C:4]([O:3][C:1](=[O:8])[NH:2][C@H:63]([C:64]1[CH:65]=[CH:66][C:67]([O:78][CH2:77][C@@H:76]([CH3:75])[CH2:88][CH3:89])=[CH:68][CH:69]=1)[C@H:52]([OH:51])[CH3:53])([CH3:7])([CH3:6])[CH3:5]. Given the reactants [C:1](=[O:8])([O:3][C:4]([CH3:7])([CH3:6])[CH3:5])[NH2:2].[OH-].[Na+].ClOC(C)(C)C.CC[C@@H]1[C@@H]2C[C@H:53]([C@@H:52]([O:51]C3C4C(=CC=CC=4)C([O:51][C@@H:52]([C:63]4C=CN=[C:69]5[C:64]=4[CH:65]=[C:66](OC)[CH:67]=[CH:68]5)[C@@H:53]4N5C[C@H](CC)[C@@H](CC5)C4)=NN=3)[C:63]3C=CN=[C:69]4[C:64]=3[CH:65]=[C:66](OC)[CH:67]=[CH:68]4)N(CC2)C1.[CH3:75][C@@H:76]([CH2:88][CH3:89])[CH2:77][O:78]C1C=CC(/C=C/C)=CC=1.S([O-])([O-])=O.[Na+].[Na+], predict the reaction product. (7) Given the reactants [F:1][C:2]([F:7])([F:6])[CH:3]([OH:5])[CH3:4].[H-].[Na+].[Br:10][C:11]1[CH:12]=[C:13]2[C:18](=[CH:19][CH:20]=1)[C:17](Cl)=[N:16][N:15]=[CH:14]2, predict the reaction product. The product is: [Br:10][C:11]1[CH:12]=[C:13]2[C:18](=[CH:19][CH:20]=1)[C:17]([O:5][CH:3]([CH3:4])[C:2]([F:7])([F:6])[F:1])=[N:16][N:15]=[CH:14]2. (8) Given the reactants Cl.CN[C:4](=[O:10])[C@H:5]([CH:7]([CH3:9])[CH3:8])[NH2:6].[OH-:11].[Na+].[CH3:13]NC(=O)[C@H](C(C)C)N, predict the reaction product. The product is: [CH3:13][NH:6][C@H:5]([C:4]([OH:10])=[O:11])[CH:7]([CH3:9])[CH3:8]. (9) The product is: [N+:1]([C:4]1[CH:5]=[CH:6][C:7]([N:10]2[C:19]3[N:20]4[CH:26]=[C:25]([O:27][CH2:28][C:29]([OH:31])=[O:30])[CH:24]=[CH:23][C:21]4=[N:22][C:18]=3[C:17]3[C:12](=[CH:13][CH:14]=[CH:15][CH:16]=3)[C:11]2=[O:34])=[CH:8][CH:9]=1)([O-:3])=[O:2]. Given the reactants [N+:1]([C:4]1[CH:9]=[CH:8][C:7]([N:10]2[C:19]3[N:20]4[CH:26]=[C:25]([O:27][CH2:28][C:29]([O:31]CC)=[O:30])[CH:24]=[CH:23][C:21]4=[N:22][C:18]=3[C:17]3[C:12](=[CH:13][CH:14]=[CH:15][CH:16]=3)[C:11]2=[O:34])=[CH:6][CH:5]=1)([O-:3])=[O:2].Cl, predict the reaction product. (10) Given the reactants [OH-].[K+].[CH3:3][C:4]([CH3:26])=[CH:5][CH2:6][O:7][C:8]1[CH:9]=[CH:10][C:11]2[C:12](=[O:25])[C:13]3[C:18]([O:19][C:20]=2[C:21]=1[C:22](=[O:24])[CH3:23])=[CH:17][CH:16]=[CH:15][CH:14]=3.[CH:27](=O)[C:28]1[CH:33]=[CH:32][CH:31]=[CH:30][CH:29]=1, predict the reaction product. The product is: [CH3:3][C:4]([CH3:26])=[CH:5][CH2:6][O:7][C:8]1[CH:9]=[CH:10][C:11]2[C:12](=[O:25])[C:13]3[C:18]([O:19][C:20]=2[C:21]=1[C:22](=[O:24])[CH:23]=[CH:27][C:28]1[CH:33]=[CH:32][CH:31]=[CH:30][CH:29]=1)=[CH:17][CH:16]=[CH:15][CH:14]=3.